Dataset: Forward reaction prediction with 1.9M reactions from USPTO patents (1976-2016). Task: Predict the product of the given reaction. (1) Given the reactants [Cl:1][C:2]1[C:3]([CH3:17])=[C:4]([C:8]([N:10]2[CH2:15][CH2:14][NH:13][C:12](=O)[CH2:11]2)=[O:9])[CH:5]=[CH:6][CH:7]=1.F[B-](F)(F)F.C[O+](C)C.[S:27]1[CH:31]=[CH:30][N:29]=[C:28]1[C:32]([NH:34][NH2:35])=O.C(O)CCC, predict the reaction product. The product is: [Cl:1][C:2]1[C:3]([CH3:17])=[C:4]([C:8]([N:10]2[CH2:15][CH2:14][N:13]3[C:32]([C:28]4[S:27][CH:31]=[CH:30][N:29]=4)=[N:34][N:35]=[C:12]3[CH2:11]2)=[O:9])[CH:5]=[CH:6][CH:7]=1. (2) Given the reactants [O:1]1[C:5]2[CH:6]=[CH:7][CH:8]=[CH:9][C:4]=2[C:3]([C:10]([N:12]2[CH2:17][CH2:16][N:15]([C:18]3[C:27]([NH:28][CH:29]4[CH2:31][CH2:30]4)=[N:26][C:25]4[C:20](=[CH:21][CH:22]=[CH:23][CH:24]=4)[N:19]=3)[CH2:14][CH2:13]2)=O)=[CH:2]1.C(O)(C(F)(F)F)=O.C(N(CC)CC)C.B.C1COCC1, predict the reaction product. The product is: [O:1]1[C:5]2[CH:6]=[CH:7][CH:8]=[CH:9][C:4]=2[C:3]([CH2:10][N:12]2[CH2:13][CH2:14][N:15]([C:18]3[C:27]([NH:28][CH:29]4[CH2:30][CH2:31]4)=[N:26][C:25]4[C:20]([N:19]=3)=[CH:21][CH:22]=[CH:23][CH:24]=4)[CH2:16][CH2:17]2)=[CH:2]1. (3) Given the reactants [CH3:1][S:2](Cl)(=[O:4])=[O:3].[C:6]1([C@H:12]([NH2:14])[CH3:13])[CH:11]=[CH:10][CH:9]=[CH:8][CH:7]=1, predict the reaction product. The product is: [C:6]1([CH:12]([NH:14][S:2]([CH3:1])(=[O:4])=[O:3])[CH3:13])[CH:11]=[CH:10][CH:9]=[CH:8][CH:7]=1. (4) Given the reactants Br[C:2]1[C:3]([OH:17])=[C:4]([CH:9]=[C:10]([O:12][C:13]([F:16])([F:15])[F:14])[CH:11]=1)[C:5]([O:7][CH3:8])=[O:6].[CH:18]#[C:19][CH3:20].C(N(CC)CC)C.CN(C)C=O, predict the reaction product. The product is: [CH3:20][C:19]1[O:17][C:3]2[C:4]([C:5]([O:7][CH3:8])=[O:6])=[CH:9][C:10]([O:12][C:13]([F:16])([F:15])[F:14])=[CH:11][C:2]=2[CH:18]=1. (5) The product is: [CH2:1]([N:8]1[CH2:13][CH2:12][CH2:11][CH:10]([C:14]([C:16]2[C:17]3[CH:24]=[CH:23][N:22]([CH2:25][O:26][CH2:27][CH2:28][Si:29]([CH3:32])([CH3:31])[CH3:30])[C:18]=3[N:19]=[CH:20][N:21]=2)=[O:15])[CH2:9]1)[C:2]1[CH:3]=[CH:4][CH:5]=[CH:6][CH:7]=1. Given the reactants [CH2:1]([N:8]1[CH2:13][CH2:12][CH2:11][CH:10]([CH:14]([C:16]2[C:17]3[CH:24]=[CH:23][N:22]([CH2:25][O:26][CH2:27][CH2:28][Si:29]([CH3:32])([CH3:31])[CH3:30])[C:18]=3[N:19]=[CH:20][N:21]=2)[OH:15])[CH2:9]1)[C:2]1[CH:7]=[CH:6][CH:5]=[CH:4][CH:3]=1.CC(OI1(OC(C)=O)(OC(C)=O)OC(=O)C2C=CC=CC1=2)=O, predict the reaction product. (6) Given the reactants [CH3:1][S:2]([C:5]1[CH:10]=[C:9]([N+:11]([O-:13])=[O:12])[CH:8]=[C:7]([N+]([O-])=O)[CH:6]=1)(=[O:4])=[O:3].[CH3:17][O-:18].[Na+].O, predict the reaction product. The product is: [CH3:1][S:2]([C:5]1[CH:10]=[C:9]([N+:11]([O-:13])=[O:12])[CH:8]=[C:7]([O:18][CH3:17])[CH:6]=1)(=[O:4])=[O:3]. (7) Given the reactants [CH2:1]([C:4]1[C:13]2[O:12][CH2:11][C:10]([NH:14][NH:15][C:16]([O:18]CC)=O)=[N:9][C:8]=2[CH:7]=[CH:6][CH:5]=1)[CH:2]=[CH2:3], predict the reaction product. The product is: [CH2:1]([C:4]1[C:13]2[O:12][CH2:11][C:10]3=[N:14][NH:15][C:16](=[O:18])[N:9]3[C:8]=2[CH:7]=[CH:6][CH:5]=1)[CH:2]=[CH2:3]. (8) Given the reactants Br[C:2]1[CH:3]=[C:4]([C:11]([NH:13][C:14]2[O:15][C:16]([C:19]3[O:20][CH:21]=[CH:22][CH:23]=3)=[N:17][N:18]=2)=[O:12])[CH:5]=[C:6]([N+:8]([O-:10])=[O:9])[CH:7]=1.[CH2:24]([C:26]1[CH:31]=[CH:30][C:29]([C:32]2[CH:37]=[CH:36][C:35](B(O)O)=[CH:34][CH:33]=2)=[CH:28][CH:27]=1)[CH3:25], predict the reaction product. The product is: [CH2:24]([C:26]1[CH:31]=[CH:30][C:29]([C:32]2[CH:37]=[CH:36][C:35]([C:2]3[CH:7]=[C:6]([N+:8]([O-:10])=[O:9])[CH:5]=[C:4]([C:11]([NH:13][C:14]4[O:15][C:16]([C:19]5[O:20][CH:21]=[CH:22][CH:23]=5)=[N:17][N:18]=4)=[O:12])[CH:3]=3)=[CH:34][CH:33]=2)=[CH:28][CH:27]=1)[CH3:25]. (9) The product is: [CH2:1]([N:8]1[CH:17]=[C:16]([C:18]([OH:20])=[O:19])[C:15]2[C:10](=[CH:11][CH:12]=[C:13]([Br:22])[CH:14]=2)[C:9]1=[O:23])[C:2]1[CH:3]=[CH:4][CH:5]=[CH:6][CH:7]=1. Given the reactants [CH2:1]([N:8]1[CH:17]=[C:16]([C:18]([O:20]C)=[O:19])[C:15]2[C:10](=[CH:11][CH:12]=[C:13]([Br:22])[CH:14]=2)[C:9]1=[O:23])[C:2]1[CH:7]=[CH:6][CH:5]=[CH:4][CH:3]=1.[OH-].[Na+], predict the reaction product.